This data is from Catalyst prediction with 721,799 reactions and 888 catalyst types from USPTO. The task is: Predict which catalyst facilitates the given reaction. (1) Reactant: [Si:1]([O:8]S(C(F)(F)F)(=O)=O)([C:4]([CH3:7])([CH3:6])[CH3:5])([CH3:3])[CH3:2].[CH3:16][O:17][C:18]([C:20]1[NH:21][C:22]([O:26][Si](C(C)(C)C)(C)C)=[CH:23][C:24]=1[CH3:25])=[O:19].[CH:34]1([CH:40]=O)[CH2:39][CH2:38][CH2:37][CH2:36][CH2:35]1. Product: [CH3:16][O:17][C:18]([C:20]1([CH:40]([O:8][Si:1]([C:4]([CH3:7])([CH3:6])[CH3:5])([CH3:3])[CH3:2])[CH:34]2[CH2:39][CH2:38][CH2:37][CH2:36][CH2:35]2)[C:24]([CH3:25])=[CH:23][C:22](=[O:26])[NH:21]1)=[O:19]. The catalyst class is: 4. (2) Reactant: [C:1]([O:5][C:6]([N:8]1[CH2:17][CH2:16][C:15]2[C:14]([C:18]([OH:20])=O)=[CH:13][CH:12]=[CH:11][C:10]=2[CH2:9]1)=[O:7])([CH3:4])([CH3:3])[CH3:2].C(Cl)CCl.C1C=C2N=NN(O)C2=CC=1.O.[Cl:36][C:37]1[CH:38]=[C:39]([CH:44]=[CH:45][C:46]=1[O:47][CH:48]([CH3:50])[CH3:49])/[C:40](=[N:42]/O)/[NH2:41]. Product: [Cl:36][C:37]1[CH:38]=[C:39]([C:40]2[N:42]=[C:18]([C:14]3[CH:13]=[CH:12][CH:11]=[C:10]4[C:15]=3[CH2:16][CH2:17][N:8]([C:6]([O:5][C:1]([CH3:4])([CH3:2])[CH3:3])=[O:7])[CH2:9]4)[O:20][N:41]=2)[CH:44]=[CH:45][C:46]=1[O:47][CH:48]([CH3:50])[CH3:49]. The catalyst class is: 3. (3) Reactant: C[O:2][C:3]([C:5]1[C:6]2[N:7]([C:11](I)=[CH:12][N:13]=2)[CH:8]=[CH:9][CH:10]=1)=[O:4].[F:15][C:16]1[CH:21]=[CH:20][C:19](B(O)O)=[CH:18][CH:17]=1.C(=O)([O-])[O-].[Na+].[Na+]. Product: [F:15][C:16]1[CH:21]=[CH:20][C:19]([C:11]2[N:7]3[CH:8]=[CH:9][CH:10]=[C:5]([C:3]([OH:2])=[O:4])[C:6]3=[N:13][CH:12]=2)=[CH:18][CH:17]=1. The catalyst class is: 492. (4) Reactant: [CH3:1][O:2][C:3]1[CH:8]=[CH:7][C:6]([S:9](Cl)(=[O:11])=[O:10])=[CH:5][CH:4]=1.[C:13]1([CH3:21])[CH:18]=[C:17]([CH3:19])[CH:16]=[C:15]([CH3:20])[CH:14]=1.[Al+3].[Cl-].[Cl-].[Cl-].Cl. Product: [CH3:1][O:2][C:3]1[CH:8]=[CH:7][C:6]([S:9]([C:14]2[C:15]([CH3:20])=[CH:16][C:17]([CH3:19])=[CH:18][C:13]=2[CH3:21])(=[O:11])=[O:10])=[CH:5][CH:4]=1. The catalyst class is: 2. (5) Reactant: [N+:1]([C:4]1[CH:9]=[CH:8][C:7]([CH2:10][CH2:11][C:12]#[N:13])=[CH:6][CH:5]=1)([O-])=O.O.NN. Product: [NH2:13][CH2:12][CH2:11][CH2:10][C:7]1[CH:6]=[CH:5][C:4]([NH2:1])=[CH:9][CH:8]=1. The catalyst class is: 29. (6) Reactant: [NH:1]1[C:9]2[C:4](=[CH:5][CH:6]=[CH:7][C:8]=2[CH:10]=[O:11])[CH:3]=[CH:2]1.[F:12][C:13]1[CH:18]=[CH:17][C:16]([C:19](O)([CH2:22][CH3:23])[CH2:20][CH3:21])=[CH:15][CH:14]=1.FC(F)(F)C(O)=O.C(=O)(O)[O-].[Na+]. Product: [CH2:20]([C:19]([C:3]1[C:4]2[C:9](=[C:8]([CH:10]=[O:11])[CH:7]=[CH:6][CH:5]=2)[NH:1][CH:2]=1)([C:16]1[CH:15]=[CH:14][C:13]([F:12])=[CH:18][CH:17]=1)[CH2:22][CH3:23])[CH3:21]. The catalyst class is: 96.